From a dataset of Experimentally validated miRNA-target interactions with 360,000+ pairs, plus equal number of negative samples. Binary Classification. Given a miRNA mature sequence and a target amino acid sequence, predict their likelihood of interaction. (1) Result: 0 (no interaction). The protein sequence of the target gene is MAGPGPGDQDEHYDFLFKLVLVGDASVGKTCVVQRFKTGAFSARQGSTIGVDFTMKTLEIQGKRVKLQIWDTAGQERFRTITQSYYRSANGAILAYDISKRSTFLSVPHWIEDVRKYAGSNIVQLLIGNKSDLADFREVPLAEAQSLAEHYDILCAIETSAKDSSNVEEAFTRVATELIMRHGGPMFSEKNTDHIQLDSKDIAESWGCGC. The miRNA is hsa-miR-1185-1-3p with sequence AUAUACAGGGGGAGACUCUUAU. (2) The protein sequence of the target gene is MAGPGGWRDREVTDLGHLPDPTGIFSLDKTIGLGTYGRIYLGLHEKTGAFTAVKVMNARKTPLPEIGRRVRVNKYQKSVGWRYSDEEEDLRTELNLLRKYSFHKNIVSFYGAFFKLSPPGQRHQLWMVMELCAAGSVTDVVRMTSNQSLKEDWIAYICREILQGLAHLHAHRVIHRDIKGQNVLLTHNAEVKLVDFGVSAQVSRTNGRRNSFIGTPYWMAPEVIDCDEDPRRSYDYRSDVWSVGITAIEMAEGAPPLCNLQPLEALFVILRESAPTVKSSGWSRKFHNFMEKCTIKNFLF.... The miRNA is hsa-miR-1302 with sequence UUGGGACAUACUUAUGCUAAA. Result: 0 (no interaction).